From a dataset of Peptide-MHC class II binding affinity with 134,281 pairs from IEDB. Regression. Given a peptide amino acid sequence and an MHC pseudo amino acid sequence, predict their binding affinity value. This is MHC class II binding data. The peptide sequence is LKNCVDAKMTEEDKE. The MHC is HLA-DQA10401-DQB10402 with pseudo-sequence HLA-DQA10401-DQB10402. The binding affinity (normalized) is 0.0645.